This data is from Full USPTO retrosynthesis dataset with 1.9M reactions from patents (1976-2016). The task is: Predict the reactants needed to synthesize the given product. The reactants are: [F:1][C:2]([F:29])([C:22]1[CH:27]=[CH:26][C:25]([F:28])=[CH:24][CH:23]=1)[C:3]1[N:4]=[C:5]([NH:15][C:16]2[CH:20]=[C:19]([CH3:21])[NH:18][N:17]=2)[C:6]2[S:11][C:10](S(C)=O)=[N:9][C:7]=2[N:8]=1.[NH:30]1[CH2:34][CH2:33][CH2:32][CH2:31]1. Given the product [F:1][C:2]([F:29])([C:22]1[CH:23]=[CH:24][C:25]([F:28])=[CH:26][CH:27]=1)[C:3]1[N:4]=[C:5]([NH:15][C:16]2[CH:20]=[C:19]([CH3:21])[NH:18][N:17]=2)[C:6]2[S:11][C:10]([N:30]3[CH2:34][CH2:33][CH2:32][CH2:31]3)=[N:9][C:7]=2[N:8]=1, predict the reactants needed to synthesize it.